This data is from Full USPTO retrosynthesis dataset with 1.9M reactions from patents (1976-2016). The task is: Predict the reactants needed to synthesize the given product. (1) Given the product [O:1]1[CH2:6][CH2:5][N:4]([C:7]2[CH:8]=[CH:9][C:10]([CH2:13][O:14][C:15]3[CH:22]=[CH:21][C:18]([C:19]([OH:28])=[O:26])=[CH:17][CH:16]=3)=[N:11][CH:12]=2)[CH2:3][CH2:2]1, predict the reactants needed to synthesize it. The reactants are: [O:1]1[CH2:6][CH2:5][N:4]([C:7]2[CH:8]=[CH:9][C:10]([CH2:13][O:14][C:15]3[CH:22]=[CH:21][C:18]([C:19]#N)=[CH:17][CH:16]=3)=[N:11][CH:12]=2)[CH2:3][CH2:2]1.CCO.[OH-:26].[Na+].[OH2:28]. (2) Given the product [CH:9]1[C:10]2[C:5](=[CH:4][C:3]([CH:1]=[O:14])=[CH:12][CH:11]=2)[CH:6]=[CH:7][N:8]=1, predict the reactants needed to synthesize it. The reactants are: [CH:1]([C:3]1[CH:4]=[C:5]2[C:10](=[CH:11][CH:12]=1)[CH:9]=[N:8][CH:7]=[CH:6]2)=C.C[OH:14]. (3) Given the product [Cl:1][CH2:2][C:3]1[CH:11]=[CH:10][C:6]([C:7]([N:12]2[CH2:16][CH2:15][CH2:14][CH2:13]2)=[O:8])=[CH:5][CH:4]=1, predict the reactants needed to synthesize it. The reactants are: [Cl:1][CH2:2][C:3]1[CH:11]=[CH:10][C:6]([C:7](Cl)=[O:8])=[CH:5][CH:4]=1.[NH:12]1[CH2:16][CH2:15][CH2:14][CH2:13]1.C(N(C(C)C)C(C)C)C.